Dataset: Catalyst prediction with 721,799 reactions and 888 catalyst types from USPTO. Task: Predict which catalyst facilitates the given reaction. (1) The catalyst class is: 1. Product: [CH3:45][O:44][C:42](=[O:43])[NH:41][C@@H:27]([CH:28]([C:35]1[CH:40]=[CH:39][CH:38]=[CH:37][CH:36]=1)[C:29]1[CH:34]=[CH:33][CH:32]=[CH:31][CH:30]=1)[C:26]([NH:25][C@@H:3]([C:2]([F:1])([F:47])[F:48])[CH2:4][CH2:5][CH2:6][C@H:7]([N:11]([S:15]([C:18]1[CH:19]=[CH:20][C:21]([NH2:24])=[CH:22][CH:23]=1)(=[O:17])=[O:16])[CH2:12][CH2:13][CH3:14])[CH2:8][OH:9])=[O:46]. Reactant: [F:1][C:2]([F:48])([F:47])[CH:3]([NH:25][C:26](=[O:46])[C@@H:27]([NH:41][C:42]([O:44][CH3:45])=[O:43])[CH:28]([C:35]1[CH:40]=[CH:39][CH:38]=[CH:37][CH:36]=1)[C:29]1[CH:34]=[CH:33][CH:32]=[CH:31][CH:30]=1)[CH2:4][CH2:5][CH2:6][CH:7]([N:11]([S:15]([C:18]1[CH:23]=[CH:22][C:21]([NH2:24])=[CH:20][CH:19]=1)(=[O:17])=[O:16])[CH2:12][CH2:13][CH3:14])[C:8]([O-])=[O:9].[Li+].[BH4-]. (2) Reactant: [C:1]([O:5][C:6]([N:8]1[C@H:13]([C:14]([OH:16])=O)[CH2:12][C@@H:11]2[C@H:9]1[CH2:10]2)=[O:7])([CH3:4])([CH3:3])[CH3:2].Cl.[F:18][C:19]([F:28])([F:27])[C@H:20]1[CH2:25][CH2:24][CH2:23][C@@H:22]([NH2:26])[CH2:21]1.CN(C(ON1N=NC2C=CC=CC1=2)=[N+](C)C)C.F[P-](F)(F)(F)(F)F.CCN(C(C)C)C(C)C. Product: [C:1]([O:5][C:6]([N:8]1[C@H:13]([C:14](=[O:16])[NH:26][C@@H:22]2[CH2:23][CH2:24][CH2:25][C@H:20]([C:19]([F:18])([F:27])[F:28])[CH2:21]2)[CH2:12][C@@H:11]2[C@H:9]1[CH2:10]2)=[O:7])([CH3:2])([CH3:3])[CH3:4]. The catalyst class is: 3. (3) Reactant: Cl.[NH2:2][C:3]1[CH:8]=[CH:7][C:6]([NH:9][C:10]([C:12]2[CH:17]=[C:16]([N+:18]([O-:20])=[O:19])[CH:15]=[CH:14][C:13]=2[Cl:21])=[O:11])=[CH:5][CH:4]=1.O. Product: [NH2:2][C:3]1[CH:4]=[CH:5][C:6]([NH:9][C:10]([C:12]2[CH:17]=[C:16]([N+:18]([O-:20])=[O:19])[CH:15]=[CH:14][C:13]=2[Cl:21])=[O:11])=[CH:7][CH:8]=1. The catalyst class is: 389. (4) Reactant: [Cl:1][C:2]1[CH:3]=[CH:4][C:5]([O:27][CH3:28])=[C:6]([CH:8]([NH:10][C:11]2[CH:16]=[C:15]([N:17]3[CH2:22][CH2:21][NH:20][CH2:19][CH2:18]3)[CH:14]=[CH:13][C:12]=2[S:23]([CH3:26])(=[O:25])=[O:24])[CH3:9])[CH:7]=1.Cl. Product: [ClH:1].[Cl:1][C:2]1[CH:3]=[CH:4][C:5]([O:27][CH3:28])=[C:6]([CH:8]([NH:10][C:11]2[CH:16]=[C:15]([N:17]3[CH2:18][CH2:19][NH:20][CH2:21][CH2:22]3)[CH:14]=[CH:13][C:12]=2[S:23]([CH3:26])(=[O:24])=[O:25])[CH3:9])[CH:7]=1. The catalyst class is: 363. (5) Product: [F:1][C:2]([F:21])([C:8]1[CH:13]=[CH:12][CH:11]=[C:10]([O:14][CH2:15][CH2:16][O:17][CH:18]([CH3:19])[CH3:20])[CH:9]=1)[C:3]([OH:5])=[O:4]. The catalyst class is: 6. Reactant: [F:1][C:2]([F:21])([C:8]1[CH:13]=[CH:12][CH:11]=[C:10]([O:14][CH2:15][CH2:16][O:17][CH:18]([CH3:20])[CH3:19])[CH:9]=1)[C:3]([O:5]CC)=[O:4].CO.O1CCCC1.O.[OH-].[Li+]. (6) Reactant: [CH3:1][C:2]([CH3:8])([CH3:7])[CH2:3][C:4](Cl)=[O:5].[CH2:9](N(CC)CC)C.[Br:16][C:17]1[CH:23]=[C:22]([C:24](F)(F)F)[C:20]([NH2:21])=[C:19](Cl)[CH:18]=1.O. Product: [Br:16][C:17]1[CH:23]=[C:22]([CH3:24])[C:20]([NH:21][C:4](=[O:5])[CH2:3][C:2]([CH3:8])([CH3:7])[CH3:1])=[C:19]([CH3:9])[CH:18]=1. The catalyst class is: 10. (7) Reactant: C(O[C:4]([C:6]1[C:7]2[S:15][CH:14]=[C:13]([CH2:16][O:17][C:18]3[CH:23]=[C:22]([NH:24][C:25](=[O:34])[C:26]4[CH:31]=[CH:30][C:29](F)=[C:28]([Cl:33])[CH:27]=4)[CH:21]=[CH:20][C:19]=3[CH3:35])[C:8]=2[C:9]([NH2:12])=[N:10][CH:11]=1)=[O:5])C.[CH2:36]([CH2:38][NH2:39])[OH:37]. Product: [OH:37][CH2:36][CH2:38][NH:39][C:4]([C:6]1[C:7]2[S:15][CH:14]=[C:13]([CH2:16][O:17][C:18]3[CH:23]=[C:22]([NH:24][C:25](=[O:34])[C:26]4[CH:31]=[CH:30][C:29]([NH:39][CH2:38][CH2:36][OH:37])=[C:28]([Cl:33])[CH:27]=4)[CH:21]=[CH:20][C:19]=3[CH3:35])[C:8]=2[C:9]([NH2:12])=[N:10][CH:11]=1)=[O:5]. The catalyst class is: 16.